Dataset: Reaction yield outcomes from USPTO patents with 853,638 reactions. Task: Predict the reaction yield, written as a fraction of the theoretical maximum amount of product (1.0 means a 100% yield; for example, 0.34 means a 34% yield). (1) The reactants are [NH2:1][C:2](=[N:42][OH:43])[C:3]1[CH:4]=[CH:5][C:6]([CH3:41])=[C:7]([N:9]([CH2:26][C:27]([N:29]([N:31]2[CH2:39][C:38]3[C:33](=[CH:34][CH:35]=[C:36]([F:40])[CH:37]=3)[CH2:32]2)[CH3:30])=[O:28])[CH2:10][C:11]([NH:13][CH2:14][CH2:15][N:16]([C:19]([O:21][C:22]([CH3:25])([CH3:24])[CH3:23])=[O:20])[CH2:17][CH3:18])=[O:12])[CH:8]=1.[F:44][CH:45]([F:54])[C:46](O[C:46](=O)[CH:45]([F:54])[F:44])=O. No catalyst specified. The product is [F:44][CH:45]([F:54])[C:46]1[O:43][N:42]=[C:2]([C:3]2[CH:4]=[CH:5][C:6]([CH3:41])=[C:7]([N:9]([CH2:26][C:27]([N:29]([N:31]3[CH2:39][C:38]4[C:33](=[CH:34][CH:35]=[C:36]([F:40])[CH:37]=4)[CH2:32]3)[CH3:30])=[O:28])[CH2:10][C:11]([NH:13][CH2:14][CH2:15][N:16]([C:19]([O:21][C:22]([CH3:25])([CH3:23])[CH3:24])=[O:20])[CH2:17][CH3:18])=[O:12])[CH:8]=2)[N:1]=1. The yield is 0.720. (2) The yield is 0.600. The reactants are [NH2:1][C:2]1[N:11]=[CH:10][C:9]2[CH:8]=[CH:7][C:6]3[C:12]([C:16]([NH2:18])=[O:17])=[N:13][N:14]([CH3:15])[C:5]=3[C:4]=2[N:3]=1.N1C=CC=CC=1.[C:25]1([CH2:31][C:32](Cl)=[O:33])[CH:30]=[CH:29][CH:28]=[CH:27][CH:26]=1. The catalyst is O1CCCC1. The product is [CH3:15][N:14]1[C:5]2[C:4]3[N:3]=[C:2]([NH:1][C:32](=[O:33])[CH2:31][C:25]4[CH:30]=[CH:29][CH:28]=[CH:27][CH:26]=4)[N:11]=[CH:10][C:9]=3[CH:8]=[CH:7][C:6]=2[C:12]([C:16]([NH2:18])=[O:17])=[N:13]1. (3) The yield is 0.910. The product is [CH2:1]([O:8][N:9]1[C:15](=[O:16])[N:14]2[CH2:17][C@H:10]1[CH2:11][CH2:12][C@H:13]2[C:18]([NH:21][O:22][CH2:23][CH2:24][C:25]1[CH:30]=[CH:29][CH:28]=[CH:27][N:26]=1)=[O:20])[C:2]1[CH:3]=[CH:4][CH:5]=[CH:6][CH:7]=1. The catalyst is C(Cl)Cl. The reactants are [CH2:1]([O:8][N:9]1[C:15](=[O:16])[N:14]2[CH2:17][C@H:10]1[CH2:11][CH2:12][C@H:13]2[C:18]([OH:20])=O)[C:2]1[CH:7]=[CH:6][CH:5]=[CH:4][CH:3]=1.[NH2:21][O:22][CH2:23][CH2:24][C:25]1[CH:30]=[CH:29][CH:28]=[CH:27][N:26]=1.ON1C2C=CC=CC=2N=N1.Cl.C(N=C=NCCCN(C)C)C. (4) The reactants are [F:1][C:2]1[CH:7]=[CH:6][C:5]([CH2:8][C:9]#[N:10])=[CH:4][CH:3]=1.C[Si]([N-][Si](C)(C)C)(C)C.[K+].ClC1C=CC(S[C:29]([C:31]2[CH:36]=[CH:35][CH:34]=[C:33]([C:37]([F:40])([F:39])[F:38])[N:32]=2)=[O:30])=CC=1.C(O)(=O)CC(CC(O)=O)(C(O)=O)O. The catalyst is O1CCCC1.C(Cl)Cl. The product is [F:1][C:2]1[CH:7]=[CH:6][C:5]([CH:8]([C:29](=[O:30])[C:31]2[CH:36]=[CH:35][CH:34]=[C:33]([C:37]([F:39])([F:38])[F:40])[N:32]=2)[C:9]#[N:10])=[CH:4][CH:3]=1. The yield is 0.660. (5) The reactants are [CH3:1][O:2][CH:3]1[CH2:10][CH:9]2[CH:5]([CH2:6][CH:7]([OH:11])[CH2:8]2)[CH2:4]1.C(N(CC)CC)C.[CH3:19][S:20](Cl)(=[O:22])=[O:21].O. The catalyst is ClCCl. The product is [CH3:1][O:2][CH:3]1[CH2:10][CH:9]2[CH:5]([CH2:6][CH:7]([O:11][S:20]([CH3:19])(=[O:22])=[O:21])[CH2:8]2)[CH2:4]1. The yield is 0.881. (6) The reactants are [C:1]([O:9][C:10]1[C:15]([N+:16]([O-:18])=[O:17])=[CH:14][CH:13]=[CH:12][C:11]=1[C:19](=[O:21])[CH3:20])(=O)[C:2]1[CH:7]=[CH:6][CH:5]=[N:4][CH:3]=1.[OH-].[K+].OS(O)(=O)=O.CC(O)=O. The catalyst is N1C=CC=CC=1. The product is [N+:16]([C:15]1[CH:14]=[CH:13][CH:12]=[C:11]2[C:10]=1[O:9][C:1]([C:2]1[CH:3]=[N:4][CH:5]=[CH:6][CH:7]=1)=[CH:20][C:19]2=[O:21])([O-:18])=[O:17]. The yield is 0.350. (7) The reactants are [NH2:1][C:2]1[N:7]=[CH:6][N:5]=[C:4]2[N:8]([C@@H:27]3[CH2:32][CH2:31][CH2:30][N:29](C(OC(C)(C)C)=O)[CH2:28]3)[N:9]=[C:10]([C:11]3[CH:16]=[CH:15][C:14]([O:17][C:18]4[CH:23]=[CH:22][CH:21]=[C:20]([F:24])[C:19]=4[F:25])=[CH:13][C:12]=3[F:26])[C:3]=12. The catalyst is C(Cl)Cl.C(O)(C(F)(F)F)=O. The product is [F:25][C:19]1[C:20]([F:24])=[CH:21][CH:22]=[CH:23][C:18]=1[O:17][C:14]1[CH:15]=[CH:16][C:11]([C:10]2[C:3]3[C:4](=[N:5][CH:6]=[N:7][C:2]=3[NH2:1])[N:8]([C@@H:27]3[CH2:32][CH2:31][CH2:30][NH:29][CH2:28]3)[N:9]=2)=[C:12]([F:26])[CH:13]=1. The yield is 0.800. (8) The reactants are [C:1]1([SH:7])[CH:6]=[CH:5][CH:4]=[CH:3][CH:2]=1.[H-].[Na+].[NH2:10][C:11]1[C:16](Br)=[N:15][C:14]([C:18]2[CH:23]=[CH:22][C:21]([O:24][CH3:25])=[CH:20][CH:19]=2)=[CH:13][N:12]=1. The catalyst is CN(C=O)C. The product is [NH2:10][C:11]1[C:16]([S:7][C:1]2[CH:6]=[CH:5][CH:4]=[CH:3][CH:2]=2)=[N:15][C:14]([C:18]2[CH:23]=[CH:22][C:21]([O:24][CH3:25])=[CH:20][CH:19]=2)=[CH:13][N:12]=1. The yield is 0.700.